Dataset: Experimentally validated miRNA-target interactions with 360,000+ pairs, plus equal number of negative samples. Task: Binary Classification. Given a miRNA mature sequence and a target amino acid sequence, predict their likelihood of interaction. (1) The miRNA is hsa-miR-5186 with sequence AGAGAUUGGUAGAAAUCAGGU. The protein sequence of the target gene is MSDCYTELEKAVIVLVENFYKYVSKYSLVKNKISKSSFREMLQKELNHMLSDTGNRKAADKLIQNLDANHDGRISFDEYWTLIGGITGPIAKLIHEQEQQSSS. Result: 1 (interaction). (2) The miRNA is hsa-miR-6516-3p with sequence AUCAUGUAUGAUACUGCAAACA. The protein sequence of the target gene is MASGGSGGVSVPALWSEVNRYGQNGDFTRALKTVNKILQINKDDVTALHCKVVCLIQNGSFKEALNVINTHTKVLANNSLSFEKAYCEYRLNRIENALKTIESANQQTDKLKELYGQVLYRLERYDECLAVYRDLVRNSQDDYDEERKTNLSAVVAAQSNWEKVVPENLGLQEGTHELCYNTACALIGQGQLNQAMKILQKAEDLCRRSLSEDTDGTEEDPQAELAIIHGQMAYILQLQGRTEEALQLYNQIIKLKPTDVGLLAVIANNIITINKDQNVFDSKKKVKLTNAEGVEFKLSK.... Result: 1 (interaction). (3) The miRNA is mmu-miR-129-2-3p with sequence AAGCCCUUACCCCAAAAAGCAU. The protein sequence of the target gene is MNALVRRCVARAGLPCIWRGKCYSSGNEPAESNQVTPMLRHLMYKIKSTGPITVAEYMKEVLTNPAKGYYVHQDMLGEKGDFITSPEISQIFGELLGVWFVSEWIASGKSPAFQLVELGPGRGTLTADILRVFSQLGSVLKTCAISIHLVEVSQKLSEIQALTLAEEKVPLERDAESLVYMKGVTKSGIPVSWYRDLKDVPEGYSLYLAHEFFDVLPVHKFQKTPRGWREVFVDVDPQASDKLRFVLAPCATPAEAFIQRDERREHVEVCPDAGVIIQELSQRIASTGGAALIADYGHDG.... Result: 1 (interaction). (4) The miRNA is ath-miR842 with sequence UCAUGGUCAGAUCCGUCAUCC. The protein sequence of the target gene is MVMAALSLVAACWGRAAADESVQLPAAPGSSVRARETMVSVTMATSEWIQFFKEAGIPPGPAVNYAVMFVDNRIQKSMLLDLNKEIMNELGVTVVGDIIAILKHAKVVHRQDMCKAATESVPCSPSPLAGEIRRGTSAASRMITNSLNHDSPPSTPPRRPDTSTSKISVTVSNKMAAKSAKATAALARREEESLAVPAKRRRVTAEMEGKYVINMPKGTTPRTRKILEQQQAAKGLHRTSVFDRLGAETKADTTTGSKPTGVFSRLGATPETDEDLAWDSDNDSSSSVLQYAGVLKKLGR.... Result: 0 (no interaction).